Task: Predict the reactants needed to synthesize the given product.. Dataset: Full USPTO retrosynthesis dataset with 1.9M reactions from patents (1976-2016) (1) Given the product [C:33]([C@H:31]1[CH2:32][C@H:29]([N:18]2[C:17](=[O:39])[C:16]([CH2:15][C:12]3[CH:13]=[CH:14][C:9]([C:4]4[C:3]([C:1]#[N:2])=[CH:8][CH:7]=[CH:6][CH:5]=4)=[CH:10][C:11]=3[F:40])=[C:21]([CH2:22][CH2:23][CH3:24])[N:20]3[N:25]=[C:26]([CH3:28])[N:27]=[C:19]23)[CH2:30]1)(=[O:34])[CH3:41], predict the reactants needed to synthesize it. The reactants are: [C:1]([C:3]1[CH:8]=[CH:7][CH:6]=[CH:5][C:4]=1[C:9]1[CH:14]=[CH:13][C:12]([CH2:15][C:16]2[C:17](=[O:39])[N:18]([C@H:29]3[CH2:32][C@H:31]([C:33](N(OC)C)=[O:34])[CH2:30]3)[C:19]3[N:20]([N:25]=[C:26]([CH3:28])[N:27]=3)[C:21]=2[CH2:22][CH2:23][CH3:24])=[C:11]([F:40])[CH:10]=1)#[N:2].[CH3:41][Mg]Br.O1CCCC1. (2) The reactants are: C(N(S(F)(F)[F:7])CC)C.O[C@H:11]1[CH2:16][C:15]([CH3:18])([CH3:17])[C@H:14]([N:19]([CH3:32])[C:20]2[CH:27]=[CH:26][C:23]([C:24]#[N:25])=[C:22]([C:28]([F:31])([F:30])[F:29])[CH:21]=2)[CH:13]=[C:12]1[N:33]1[CH:37]=[CH:36][N:35]=[CH:34]1. Given the product [F:7][CH:11]1[CH2:16][C:15]([CH3:18])([CH3:17])[CH:14]([N:19]([CH3:32])[C:20]2[CH:27]=[CH:26][C:23]([C:24]#[N:25])=[C:22]([C:28]([F:31])([F:30])[F:29])[CH:21]=2)[CH:13]=[C:12]1[N:33]1[CH:37]=[CH:36][N:35]=[CH:34]1, predict the reactants needed to synthesize it.